Predict the product of the given reaction. From a dataset of Forward reaction prediction with 1.9M reactions from USPTO patents (1976-2016). (1) Given the reactants C([C:3]1[CH:4]=[C:5]2[C:9](=[CH:10][CH:11]=1)[N:8]([CH:12]1[CH2:17][CH2:16][CH2:15][CH2:14][O:13]1)[N:7]=[C:6]2[C:18]1[CH:19]=[C:20]([CH:24]=[CH:25][CH:26]=1)[C:21]([OH:23])=O)#N.C1C=CC2N(O)N=[N:33][C:31]=2C=1.CCN=C=NCCCN(C)C.[F:48][C:49]1[CH:56]=[CH:55][C:52]([CH2:53][NH2:54])=[CH:51][CH:50]=1, predict the reaction product. The product is: [C:31]([CH:15]1[CH2:14][O:13][CH:12]([N:8]2[C:9]3[C:5](=[CH:4][CH:3]=[CH:11][CH:10]=3)[C:6]([C:18]3[CH:19]=[C:20]([C:21]([NH:54][CH2:53][C:52]4[CH:55]=[CH:56][C:49]([F:48])=[CH:50][CH:51]=4)=[O:23])[CH:24]=[CH:25][CH:26]=3)=[N:7]2)[CH2:17][CH2:16]1)#[N:33]. (2) The product is: [O:32]=[C:26]1[CH:25]([N:18]2[C:17](=[O:33])[C:16]3[C:20](=[CH:21][CH:22]=[CH:23][C:15]=3[CH2:14][NH:13][C:44]([NH:43][CH:47]3[CH2:49][CH2:48]3)=[O:45])[C:19]2=[O:24])[CH2:30][CH2:29][C:28](=[O:31])[NH:27]1. Given the reactants N12CCCN=C1CCCCC2.Cl.[NH2:13][CH2:14][C:15]1[CH:23]=[CH:22][CH:21]=[C:20]2[C:16]=1[C:17](=[O:33])[N:18]([CH:25]1[CH2:30][CH2:29][C:28](=[O:31])[NH:27][C:26]1=[O:32])[C:19]2=[O:24].[N+](C1C=CC([N:43]([CH:47]2[CH2:49][CH2:48]2)[C:44](=O)[O-:45])=CC=1)([O-])=O, predict the reaction product. (3) Given the reactants Br[C:2]([F:25])([F:24])[C:3]1[O:7][N:6]=[C:5]([C:8]2[CH:13]=[CH:12][C:11]([S:14]([CH3:17])(=[O:16])=[O:15])=[CH:10][CH:9]=2)[C:4]=1[C:18]1[CH:23]=[CH:22][CH:21]=[CH:20][CH:19]=1.[F-:26].[K+].CC#N, predict the reaction product. The product is: [CH3:17][S:14]([C:11]1[CH:12]=[CH:13][C:8]([C:5]2[C:4]([C:18]3[CH:23]=[CH:22][CH:21]=[CH:20][CH:19]=3)=[C:3]([C:2]([F:25])([F:26])[F:24])[O:7][N:6]=2)=[CH:9][CH:10]=1)(=[O:16])=[O:15]. (4) Given the reactants [CH2:1]([N:8]1[C:12](=[O:13])[CH2:11][CH:10]([C:14]2[C:22]3[C:17](=[CH:18][CH:19]=[C:20]([O:23][CH2:24][C:25]#[CH:26])[CH:21]=3)[NH:16][CH:15]=2)[C:9]1=[O:27])[C:2]1[CH:7]=[CH:6][CH:5]=[CH:4][CH:3]=1, predict the reaction product. The product is: [CH2:1]([N:8]1[C:12](=[O:13])[CH2:11][CH:10]([C:14]2[C:22]3[C:21]4[CH:26]=[CH:25][CH2:24][O:23][C:20]=4[CH:19]=[CH:18][C:17]=3[NH:16][CH:15]=2)[C:9]1=[O:27])[C:2]1[CH:7]=[CH:6][CH:5]=[CH:4][CH:3]=1. (5) Given the reactants Cl.[CH2:2]([O:4][C@H:5]1[CH2:10][CH2:9][CH2:8][CH2:7][C@H:6]1[NH2:11])[CH3:3].[C:12](Cl)(Cl)=[O:13].Cl.[CH3:17][N:18]1[CH2:23][CH2:22][N:21]([C:24]2[CH:29]=[C:28]([C:30]3[CH:39]=[C:38]4[C:33]([CH2:34][CH2:35][NH:36][CH2:37]4)=[CH:32][CH:31]=3)[N:27]=[C:26]([NH2:40])[N:25]=2)[CH2:20][CH2:19]1, predict the reaction product. The product is: [NH2:40][C:26]1[N:27]=[C:28]([C:30]2[CH:39]=[C:38]3[C:33]([CH2:34][CH2:35][N:36]([C:12]([NH:11][C@@H:6]4[CH2:7][CH2:8][CH2:9][CH2:10][C@@H:5]4[O:4][CH2:2][CH3:3])=[O:13])[CH2:37]3)=[CH:32][CH:31]=2)[CH:29]=[C:24]([N:21]2[CH2:20][CH2:19][N:18]([CH3:17])[CH2:23][CH2:22]2)[N:25]=1.